This data is from Experimentally validated miRNA-target interactions with 360,000+ pairs, plus equal number of negative samples. The task is: Binary Classification. Given a miRNA mature sequence and a target amino acid sequence, predict their likelihood of interaction. (1) The miRNA is hsa-miR-519d-5p with sequence CCUCCAAAGGGAAGCGCUUUCUGUU. The protein sequence of the target gene is MARFGDEMPARYGGGGSGAAAGVVVGSGGGRGAGGSRQGGQPGAQRMYKQSMAQRARTMALYNPIPVRQNCLTVNRSLFLFSEDNVVRKYAKKITEWPPFEYMILATIIANCIVLALEQHLPDDDKTPMSERLDDTEPYFIGIFCFEAGIKIIALGFAFHKGSYLRNGWNVMDFVVVLTGILATVGTEFDLRTLRAVRVLRPLKLVSGIPSLQVVLKSIMKAMIPLLQIGLLLFFAILIFAIIGLEFYMGKFHTTCFEEGTDDIQGESPAPCGTEEPARTCPNGTKCQPYWEGPNNGITQ.... Result: 1 (interaction). (2) Result: 0 (no interaction). The miRNA is hsa-miR-6756-5p with sequence AGGGUGGGGCUGGAGGUGGGGCU. The protein sequence of the target gene is MPAAGPPLLLLGTPGSGKTALLFAAALEAAGEGQGPVLFLTRRPLQSMPRGTGTTLDPMRLQKIRFQYPPSTRELFRLLCSAHEAPGPAPSLLLLDGLEEYLAEDPEPQEAAYLIALLLDTAAHFSHRLGPGRDCGLMVALQTQEEAGSGDVLHLALLQRYFPAQCWLQPDAPGPGEHGLRACLEPGGLGPRTEWWVTFRSDGEMMIAPWPTQAGDPSSGKGSSSGGQP. (3) The miRNA is hsa-miR-4750-5p with sequence CUCGGGCGGAGGUGGUUGAGUG. The protein sequence of the target gene is MDNSWRLGPAIGLSAGQSQLLVSLLLLLTRVQPGTDVAAPEHISYVPQLSNDTLAGRLTLSTFTLEQPLGQFSSHNISDLDTIWLVVALSNATQSFTAPRTNQDIPAPANFSQRGYYLTLRANRVLYQTRGQLHVLRVGNDTHCQPTKIGCNHPLPGPGPYRVKFLVMNDEGPVAETKWSSDTRLQQAQALRAVPGPQSPGTVVIIAILSILLAVLLTVLLAVLIYTCFNSCRSTSLSGPEEAGSVRRYTTHLAFSTPAEGAS. Result: 1 (interaction). (4) The miRNA is hsa-miR-548s with sequence AUGGCCAAAACUGCAGUUAUUUU. The protein sequence of the target gene is MKFSPAHYLLPLLPALVLSTRQDYEELEKQLKEVFKERSTILRQLTKTSRELDGIKVNLQSLKNDEQSAKTDVQKLLELGQKQREEMKSLQEALQNQLKETSEKAEKHQATINFLKTEVERKSKMIRDLQNENKSLKNKLLSGNKLCGIHAEESKKIQAQLKELRYGKKDLLFKAQQLTDLEQKLAVAKNELEKAALDRESQMKAMKETVQLCLTSVFRDQPPPPLSLITSNPTRMLLPPRNIASKLPDAAAKSKPQQSASGNNESSQVESTKEGNPSTTACDSQDEGRPCSMKHKESPP.... Result: 1 (interaction). (5) The miRNA is hsa-miR-744-3p with sequence CUGUUGCCACUAACCUCAACCU. The protein sequence of the target gene is MDNQGVIYSDLNLPPNPKRQQRKPKGNKNSILATEQEITYAELNLQKASQDFQGNDKTYHCKDLPSAPEKLIVGILGIICLILMASVVTIVVIPSTLIQRHNNSSLNTRTQKARHCGHCPEEWITYSNSCYYIGKERRTWEESLLACTSKNSSLLSIDNEEEMKFLSIISPSSWIGVFRNSSHHPWVTMNGLAFKHEIKDSDNAELNCAVLQVNRLKSAQCGSSIIYHCKHKL. Result: 0 (no interaction).